Dataset: Experimentally validated miRNA-target interactions with 360,000+ pairs, plus equal number of negative samples. Task: Binary Classification. Given a miRNA mature sequence and a target amino acid sequence, predict their likelihood of interaction. The miRNA is hsa-miR-155-5p with sequence UUAAUGCUAAUCGUGAUAGGGGUU. The protein sequence of the target gene is MAAAVPQRAWTVEQLRSEQLPKKDIIKFLQEHGSDSFLAEHKLLGNIKNVAKTANKDHLVTAYNHLFETKRFKGTESISKVSEQVKNVKLNEDKPKETKSEETLDEGPPKYTKSVLKKGDKTNFPKKGDVVHCWYTGTLQDGTVFDTNIQTSAKKKKNAKPLSFKVGVGKVIRGWDEALLTMSKGEKARLEIEPEWAYGKKGQPDAKIPPNAKLTFEVELVDID. Result: 1 (interaction).